Dataset: Catalyst prediction with 721,799 reactions and 888 catalyst types from USPTO. Task: Predict which catalyst facilitates the given reaction. (1) Reactant: C[Si]([N-][Si](C)(C)C)(C)C.[Li+].F[C:12]1[C:13]([C:18]2[NH:27][C:26](=[O:28])[C:25]3[C:20](=[CH:21][C:22]([O:31][CH3:32])=[CH:23][C:24]=3[O:29][CH3:30])[N:19]=2)=[N:14][CH:15]=[CH:16][CH:17]=1.[NH2:33][CH:34]1[CH2:39][CH2:38][N:37]([C:40](=[O:44])[CH:41]([CH3:43])[CH3:42])[CH2:36][CH2:35]1. Product: [C:40]([N:37]1[CH2:36][CH2:35][CH:34]([NH:33][C:12]2[C:13]([C:18]3[NH:27][C:26](=[O:28])[C:25]4[C:20](=[CH:21][C:22]([O:31][CH3:32])=[CH:23][C:24]=4[O:29][CH3:30])[N:19]=3)=[N:14][CH:15]=[CH:16][CH:17]=2)[CH2:39][CH2:38]1)(=[O:44])[CH:41]([CH3:43])[CH3:42]. The catalyst class is: 598. (2) Reactant: C([O:4][C:5]1[CH:10]=[CH:9][C:8]([CH:11]=[CH:12][C:13]([NH:15][C@H:16]([C:26]([O:28]C)=[O:27])[CH2:17][C:18]2[CH:23]=[CH:22][C:21]([O:24][CH3:25])=[CH:20][CH:19]=2)=[O:14])=[CH:7][CH:6]=1)(=O)C.[OH-].[Na+]. Product: [OH:4][C:5]1[CH:10]=[CH:9][C:8]([CH:11]=[CH:12][C:13]([NH:15][C@H:16]([C:26]([OH:28])=[O:27])[CH2:17][C:18]2[CH:19]=[CH:20][C:21]([O:24][CH3:25])=[CH:22][CH:23]=2)=[O:14])=[CH:7][CH:6]=1. The catalyst class is: 5. (3) Reactant: [F:1][C:2]1[CH:7]=[CH:6][C:5]([C:8]2[O:9][C:10]3[CH:20]=[CH:19][C:18]([C:21]4[C:22]([CH3:32])=[CH:23][C:24]([O:30][CH3:31])=[C:25]([CH:29]=4)[C:26](O)=[O:27])=[CH:17][C:11]=3[C:12]=2[C:13](=[O:16])[NH:14][CH3:15])=[CH:4][CH:3]=1.[CH3:33][C:34]1[S:38][C:37]([C:39]2([NH2:42])[CH2:41][CH2:40]2)=[N:36][CH:35]=1.CCN=C=NCCCN(C)C.Cl.C1C=CC2N(O)N=NC=2C=1. Product: [F:1][C:2]1[CH:3]=[CH:4][C:5]([C:8]2[O:9][C:10]3[CH:20]=[CH:19][C:18]([C:21]4[CH:29]=[C:25]([C:26](=[O:27])[NH:42][C:39]5([C:37]6[S:38][C:34]([CH3:33])=[CH:35][N:36]=6)[CH2:41][CH2:40]5)[C:24]([O:30][CH3:31])=[CH:23][C:22]=4[CH3:32])=[CH:17][C:11]=3[C:12]=2[C:13]([NH:14][CH3:15])=[O:16])=[CH:6][CH:7]=1. The catalyst class is: 46. (4) Reactant: [Cl:1][C:2]1[CH:7]=[CH:6][CH:5]=[C:4]([Cl:8])[C:3]=1[C:9]1[C:13]([CH2:14][O:15][C:16]2[CH:21]=[CH:20][C:19]([N+:22]([O-])=O)=[C:18]([CH3:25])[CH:17]=2)=[C:12]([CH:26]([CH3:28])[CH3:27])[O:11][N:10]=1.O.C(=O)([O-])[O-].[Na+].[Na+]. Product: [Cl:8][C:4]1[CH:5]=[CH:6][CH:7]=[C:2]([Cl:1])[C:3]=1[C:9]1[C:13]([CH2:14][O:15][C:16]2[CH:21]=[CH:20][C:19]([NH2:22])=[C:18]([CH3:25])[CH:17]=2)=[C:12]([CH:26]([CH3:28])[CH3:27])[O:11][N:10]=1. The catalyst class is: 8. (5) Reactant: [Br:1][C:2]1[CH:7]=[CH:6][C:5]([N:8]2[C:12](=[O:13])[NH:11][N:10]=[CH:9]2)=[C:4]([F:14])[CH:3]=1.[CH3:15][N:16]1[CH2:21][CH2:20][NH:19][CH2:18][CH2:17]1.[CH2:22]=O. Product: [Br:1][C:2]1[CH:7]=[CH:6][C:5]([N:8]2[C:12](=[O:13])[N:11]([CH2:15][N:16]3[CH2:21][CH2:20][N:19]([CH3:22])[CH2:18][CH2:17]3)[N:10]=[CH:9]2)=[C:4]([F:14])[CH:3]=1. The catalyst class is: 8.